This data is from Catalyst prediction with 721,799 reactions and 888 catalyst types from USPTO. The task is: Predict which catalyst facilitates the given reaction. (1) The catalyst class is: 1. Product: [C:1]([Si:5]([CH3:22])([CH3:21])[O:6][C@@H:7]([CH2:14]/[CH:15]=[C:16](/[CH3:20])\[CH2:17][CH:18]=[CH2:19])[C:8](=[O:9])[CH3:23])([CH3:4])([CH3:3])[CH3:2]. Reactant: [C:1]([Si:5]([CH3:22])([CH3:21])[O:6][C@@H:7]([CH2:14]/[CH:15]=[C:16](/[CH3:20])\[CH2:17][CH:18]=[CH2:19])[C:8](N(OC)C)=[O:9])([CH3:4])([CH3:3])[CH3:2].[CH3:23][Mg]Cl. (2) Reactant: [CH3:1][S:2]([C:5]1[CH:10]=[CH:9][C:8]([C:11]2[N:16]=[CH:15][C:14]([O:17][CH2:18][CH:19]3[CH2:24][CH2:23][N:22]([C:25](OC(C)(C)C)=O)[CH2:21][CH2:20]3)=[CH:13][CH:12]=2)=[CH:7][CH:6]=1)(=[O:4])=[O:3].C(O)(C(F)(F)F)=O.ClC1[N:45]=[CH:44][C:43]([CH2:46][CH3:47])=[CH:42][N:41]=1. Product: [CH2:46]([C:43]1[CH:42]=[N:41][C:25]([N:22]2[CH2:23][CH2:24][CH:19]([CH2:18][O:17][C:14]3[CH:15]=[N:16][C:11]([C:8]4[CH:9]=[CH:10][C:5]([S:2]([CH3:1])(=[O:3])=[O:4])=[CH:6][CH:7]=4)=[CH:12][CH:13]=3)[CH2:20][CH2:21]2)=[N:45][CH:44]=1)[CH3:47]. The catalyst class is: 2. (3) Reactant: [N+:1]([C:4]1[CH:5]=[C:6]2[C:11](=[O:12])[O:10][C:8](=O)[C:7]2=[CH:13][CH:14]=1)([O-:3])=[O:2].[CH2:15]([C:18]1[CH:24]=[CH:23][C:21]([NH2:22])=[CH:20][CH:19]=1)[CH2:16][CH3:17]. Product: [N+:1]([C:4]1[CH:5]=[C:6]2[C:7](=[CH:13][CH:14]=1)[C:8](=[O:10])[N:22]([C:21]1[CH:23]=[CH:24][C:18]([CH2:15][CH2:16][CH3:17])=[CH:19][CH:20]=1)[C:11]2=[O:12])([O-:3])=[O:2]. The catalyst class is: 15.